This data is from Forward reaction prediction with 1.9M reactions from USPTO patents (1976-2016). The task is: Predict the product of the given reaction. (1) Given the reactants [CH3:1][O:2][C:3](=[O:30])[CH2:4][C@@H:5]([NH:11][C:12]([C:14]1[C:15](=[O:29])[N:16]([CH2:20][C:21]2[CH:26]=[CH:25][C:24]([F:27])=[C:23]([F:28])[CH:22]=2)[CH:17]=[CH:18][CH:19]=1)=[O:13])[C:6]1[S:7][CH:8]=[CH:9][CH:10]=1.CN(C)C=O.[Br:36]N1C(=O)CCC1=O, predict the reaction product. The product is: [CH3:1][O:2][C:3](=[O:30])[CH2:4][C@H:5]([C:6]1[S:7][C:8]([Br:36])=[CH:9][CH:10]=1)[NH:11][C:12]([C:14]1[C:15](=[O:29])[N:16]([CH2:20][C:21]2[CH:26]=[CH:25][C:24]([F:27])=[C:23]([F:28])[CH:22]=2)[CH:17]=[CH:18][CH:19]=1)=[O:13]. (2) Given the reactants [ClH:1].[S:2]1[CH:10]2[C:5]([CH2:6][NH:7][CH2:8][CH2:9]2)=[CH:4][C:3]1=[O:11].C(=O)([O-])[O-].[K+].[K+].Br[CH:19]([C:25]1[CH:30]=[CH:29][CH:28]=[CH:27][C:26]=1[F:31])[C:20]([CH:22]1[CH2:24][CH2:23]1)=[O:21], predict the reaction product. The product is: [ClH:1].[CH:22]1([C:20]([CH:19]([N:7]2[CH2:8][CH2:9][CH:10]3[S:2][C:3](=[O:11])[CH:4]=[C:5]3[CH2:6]2)[C:25]2[CH:30]=[CH:29][CH:28]=[CH:27][C:26]=2[F:31])=[O:21])[CH2:24][CH2:23]1. (3) Given the reactants Br[C:2]1[CH:3]=[C:4]([NH:10][C:11]2[CH:16]=[CH:15][C:14]([CH:17]3[CH2:22][CH2:21][N:20]([CH3:23])[CH2:19][CH2:18]3)=[CH:13][N:12]=2)[C:5](=[O:9])[N:6]([CH3:8])[CH:7]=1.[C:24]([O:27][CH2:28][C:29]1[C:34](B2OC(C)(C)C(C)(C)O2)=[CH:33][CH:32]=[CH:31][C:30]=1[N:44]1[CH2:56][CH2:55][N:47]2[C:48]3[CH2:49][CH2:50][CH2:51][CH2:52][C:53]=3[CH:54]=[C:46]2[C:45]1=[O:57])(=[O:26])[CH3:25].C([O-])([O-])=O.[Na+].[Na+].COCCOC, predict the reaction product. The product is: [C:24]([O:27][CH2:28][C:29]1[C:30]([N:44]2[CH2:56][CH2:55][N:47]3[C:48]4[CH2:49][CH2:50][CH2:51][CH2:52][C:53]=4[CH:54]=[C:46]3[C:45]2=[O:57])=[CH:31][CH:32]=[CH:33][C:34]=1[C:2]1[CH:3]=[C:4]([NH:10][C:11]2[CH:16]=[CH:15][C:14]([CH:17]3[CH2:22][CH2:21][N:20]([CH3:23])[CH2:19][CH2:18]3)=[CH:13][N:12]=2)[C:5](=[O:9])[N:6]([CH3:8])[CH:7]=1)(=[O:26])[CH3:25]. (4) Given the reactants Br[C:2]1[C:6]([Br:7])=[C:5]([CH3:8])[S:4][C:3]=1[CH3:9].C([Li])CCC.[F:15][C:16]([F:26])([F:25])[C:17]1[CH:24]=[CH:23][C:20]([CH:21]=[O:22])=[CH:19][CH:18]=1, predict the reaction product. The product is: [Br:7][C:6]1[C:2]([CH:21]([C:20]2[CH:19]=[CH:18][C:17]([C:16]([F:15])([F:25])[F:26])=[CH:24][CH:23]=2)[OH:22])=[C:3]([CH3:9])[S:4][C:5]=1[CH3:8]. (5) The product is: [CH3:12][C:5]1[C:6]([CH3:11])=[CH:7][C:8]([CH3:10])=[C:9]([CH3:14])[N:4]=1. Given the reactants C=O.N.[N:4]1[CH:9]=[C:8]([CH3:10])[CH:7]=[C:6]([CH3:11])[C:5]=1[CH3:12].N1C(C)=CC=C(C)[C:14]=1C, predict the reaction product. (6) Given the reactants [CH2:1]([O:8][CH2:9][O:10][CH2:11][CH2:12][C:13]1[CH:25]=[CH:24][C:16]([NH:17]C(=O)C(F)(F)F)=[CH:15][CH:14]=1)[C:2]1[CH:7]=[CH:6][CH:5]=[CH:4][CH:3]=1.O.C(=O)([O-])[O-].[K+].[K+], predict the reaction product. The product is: [CH2:1]([O:8][CH2:9][O:10][CH2:11][CH2:12][C:13]1[CH:25]=[CH:24][C:16]([NH2:17])=[CH:15][CH:14]=1)[C:2]1[CH:3]=[CH:4][CH:5]=[CH:6][CH:7]=1. (7) Given the reactants [CH3:1][O:2][C:3]1[CH:12]=[C:11]2[C:6]([C:7]([NH:13][C:14]3[CH:19]=[C:18]([N+:20]([O-])=O)[CH:17]=[CH:16][C:15]=3[CH3:23])=[N:8][CH:9]=[N:10]2)=[CH:5][CH:4]=1, predict the reaction product. The product is: [CH3:1][O:2][C:3]1[CH:12]=[C:11]2[C:6]([C:7]([NH:13][C:14]3[CH:19]=[C:18]([NH2:20])[CH:17]=[CH:16][C:15]=3[CH3:23])=[N:8][CH:9]=[N:10]2)=[CH:5][CH:4]=1.